From a dataset of Full USPTO retrosynthesis dataset with 1.9M reactions from patents (1976-2016). Predict the reactants needed to synthesize the given product. (1) Given the product [C:58]([NH:1][CH2:2][CH2:3][N:4]1[C:9]2[CH:10]=[C:11]([CH2:14][O:15][CH:16]3[CH:21]([C:22]4[CH:27]=[CH:26][C:25]([O:28][CH2:29][CH2:30][CH2:31][O:32][C:33]5[CH:38]=[C:37]([F:39])[CH:36]=[CH:35][C:34]=5[F:40])=[CH:24][CH:23]=4)[CH2:20][CH2:19][N:18]([C:41]([O:43][CH2:44][C:45]4[CH:46]=[CH:47][CH:48]=[CH:49][CH:50]=4)=[O:42])[CH2:17]3)[CH:12]=[CH:13][C:8]=2[O:7][CH2:6][CH2:5]1)(=[O:60])[CH3:59], predict the reactants needed to synthesize it. The reactants are: [NH2:1][CH2:2][CH2:3][N:4]1[C:9]2[CH:10]=[C:11]([CH2:14][O:15][CH:16]3[CH:21]([C:22]4[CH:27]=[CH:26][C:25]([O:28][CH2:29][CH2:30][CH2:31][O:32][C:33]5[CH:38]=[C:37]([F:39])[CH:36]=[CH:35][C:34]=5[F:40])=[CH:24][CH:23]=4)[CH2:20][CH2:19][N:18]([C:41]([O:43][CH2:44][C:45]4[CH:50]=[CH:49][CH:48]=[CH:47][CH:46]=4)=[O:42])[CH2:17]3)[CH:12]=[CH:13][C:8]=2[O:7][CH2:6][CH2:5]1.C(N(CC)CC)C.[C:58](Cl)(=[O:60])[CH3:59]. (2) Given the product [CH2:1]([NH:14][C:10]1[S:9][CH:13]=[CH:12][N:11]=1)[C:2]1[CH:7]=[CH:6][CH:5]=[CH:4][CH:3]=1, predict the reactants needed to synthesize it. The reactants are: [CH:1](=O)[C:2]1[CH:7]=[CH:6][CH:5]=[CH:4][CH:3]=1.[S:9]1[CH:13]=[CH:12][N:11]=[C:10]1[NH2:14].C(O)(=O)C. (3) The reactants are: [C:1](Cl)(Cl)=[S:2].[Cl:5][C:6]1[C:7]([NH2:13])=[N:8][CH:9]=[C:10]([Cl:12])[CH:11]=1. Given the product [Cl:5][C:6]1[C:7]([N:13]=[C:1]=[S:2])=[N:8][CH:9]=[C:10]([Cl:12])[CH:11]=1, predict the reactants needed to synthesize it.